This data is from Forward reaction prediction with 1.9M reactions from USPTO patents (1976-2016). The task is: Predict the product of the given reaction. (1) The product is: [ClH:49].[CH:43]1([CH2:42][O:41][C@@H:10]2[O:11][CH2:12][C@H:13]([C@@H:14]([OH:40])[C@@H:15]([NH:25][C:26](=[O:39])/[C:27](/[CH3:38])=[CH:28]/[C:29](=[O:37])[N:30]([CH2:31][CH2:32][CH3:33])[CH2:34][CH2:35][CH3:36])[CH2:16][C:17]3[CH:22]=[C:21]([F:23])[CH:20]=[C:19]([F:24])[CH:18]=3)[N:8]([C:6]([OH:7])=[O:5])[CH2:9]2)[CH2:44][CH2:45][CH2:46][CH2:47][CH2:48]1. Given the reactants C([O:5][C:6]([N:8]1[C@@H:13]([C@@H:14]([OH:40])[C@@H:15]([NH:25][C:26](=[O:39])/[C:27](/[CH3:38])=[CH:28]/[C:29](=[O:37])[N:30]([CH2:34][CH2:35][CH3:36])[CH2:31][CH2:32][CH3:33])[CH2:16][C:17]2[CH:22]=[C:21]([F:23])[CH:20]=[C:19]([F:24])[CH:18]=2)[CH2:12][O:11][C@@H:10]([O:41][CH2:42][CH:43]2[CH2:48][CH2:47][CH2:46][CH2:45][CH2:44]2)[CH2:9]1)=[O:7])(C)(C)C.[ClH:49].C(OCC)C, predict the reaction product. (2) Given the reactants C1(S(Cl)(=O)=O)C2C(=CC=CC=2)C=CC=1.Cl[CH2:16][CH2:17][CH:18]1[CH2:23][CH2:22][CH2:21][CH2:20][N:19]1[S:24]([C:27]1[C:36]2[C:31](=[CH:32][CH:33]=[CH:34][CH:35]=2)[CH:30]=[CH:29][CH:28]=1)(=[O:26])=[O:25].[CH3:37][CH:38]1[CH2:43][CH2:42][NH:41][CH2:40][CH2:39]1.C([O-])([O-])=O.[K+].[K+], predict the reaction product. The product is: [CH3:37][CH:38]1[CH2:43][CH2:42][N:41]([CH2:16][CH2:17][C@H:18]2[CH2:23][CH2:22][CH2:21][CH2:20][N:19]2[S:24]([C:27]2[C:36]3[C:31](=[CH:32][CH:33]=[CH:34][CH:35]=3)[CH:30]=[CH:29][CH:28]=2)(=[O:26])=[O:25])[CH2:40][CH2:39]1.